This data is from Catalyst prediction with 721,799 reactions and 888 catalyst types from USPTO. The task is: Predict which catalyst facilitates the given reaction. (1) Reactant: [C:1]([N:5]1[CH2:10][CH2:9][C:8](=[N:11][NH:12][C:13]([O:15][C:16]([CH3:19])([CH3:18])[CH3:17])=[O:14])[CH2:7][CH2:6]1)([CH3:4])([CH3:3])[CH3:2].CC(C[AlH]CC(C)C)C.CO.O. Product: [C:1]([N:5]1[CH2:6][CH2:7][CH:8]([NH:11][NH:12][C:13]([O:15][C:16]([CH3:19])([CH3:18])[CH3:17])=[O:14])[CH2:9][CH2:10]1)([CH3:4])([CH3:3])[CH3:2]. The catalyst class is: 1. (2) Reactant: [CH2:1]([C:6]12[CH2:13][CH2:12][C:9]([C:14]([NH:16][NH2:17])=O)([CH2:10][CH2:11]1)[CH2:8][CH2:7]2)[CH2:2][CH2:3][CH2:4][CH3:5].CO[C:20]1[CH2:21][CH2:22][CH2:23][CH2:24][CH2:25][CH2:26][N:27]=1. Product: [CH2:1]([C:6]12[CH2:13][CH2:12][C:9]([C:14]3[N:27]4[CH2:26][CH2:25][CH2:24][CH2:23][CH2:22][CH2:21][C:20]4=[N:17][N:16]=3)([CH2:10][CH2:11]1)[CH2:8][CH2:7]2)[CH2:2][CH2:3][CH2:4][CH3:5]. The catalyst class is: 3. (3) Reactant: C(O[C:4](=[O:12])[C:5](=O)[C:6]([O:8][CH2:9][CH3:10])=[O:7])C.[NH2:13][CH:14]([C:18]([NH2:20])=[O:19])[C:15]([NH2:17])=[O:16].[OH-].[Na+].C(O)C. Product: [OH:16][C:15]1[C:14]([C:18]([NH2:20])=[O:19])=[N:13][C:5]([C:6]([O:8][CH2:9][CH3:10])=[O:7])=[C:4]([OH:12])[N:17]=1. The catalyst class is: 6. (4) Reactant: [Cl:1][C:2]1[CH:3]=[C:4]([CH:8]([NH:11][C:12]2[O:13][C:14]3[C:20]([O:21][CH3:22])=[CH:19][C:18]([C:23](O)=[O:24])=[CH:17][C:15]=3[N:16]=2)[CH2:9][F:10])[CH:5]=[CH:6][CH:7]=1.FC(F)(F)C(O)=O.[CH3:33][CH:34]1[NH:41][CH2:40][C:37]2([CH2:39][CH2:38]2)[NH:36][C:35]1=[O:42].C(N(CC)C(C)C)(C)C.CN(C(ON1N=NC2C=CC=NC1=2)=[N+](C)C)C.F[P-](F)(F)(F)(F)F. Product: [Cl:1][C:2]1[CH:3]=[C:4]([CH:8]([NH:11][C:12]2[O:13][C:14]3[C:20]([O:21][CH3:22])=[CH:19][C:18]([C:23]([N:41]4[CH2:40][C:37]5([CH2:39][CH2:38]5)[NH:36][C:35](=[O:42])[CH:34]4[CH3:33])=[O:24])=[CH:17][C:15]=3[N:16]=2)[CH2:9][F:10])[CH:5]=[CH:6][CH:7]=1. The catalyst class is: 9. (5) Reactant: C([O:3][C:4]([C:6]1[NH:7][C:8]([C:12]#[N:13])=[N:9][C:10]=1[CH3:11])=[O:5])C.Br[CH2:15][C:16]1[CH:20]=[C:19]([C:21]2[S:22][C:23]([Cl:26])=[CH:24][CH:25]=2)[O:18][N:17]=1.C([O-])([O-])=[O:28].[K+].[K+]. Product: [C:12]([C:8]1[N:7]([CH2:15][C:16]2[CH:20]=[C:19]([C:21]3[S:22][C:23]([Cl:26])=[CH:24][CH:25]=3)[O:18][N:17]=2)[C:6]([C:4]([OH:3])=[O:5])=[C:10]([CH3:11])[N:9]=1)(=[O:28])[NH2:13]. The catalyst class is: 163.